The task is: Predict the reactants needed to synthesize the given product.. This data is from Full USPTO retrosynthesis dataset with 1.9M reactions from patents (1976-2016). (1) Given the product [Br:8][C:9]1[CH:14]=[C:13]([C:2]2[CH:7]=[CH:6][CH:5]=[CH:4][N:3]=2)[CH:12]=[CH:11][CH:10]=1, predict the reactants needed to synthesize it. The reactants are: Br[C:2]1[CH:7]=[CH:6][CH:5]=[CH:4][N:3]=1.[Br:8][C:9]1[CH:10]=[C:11](B(O)O)[CH:12]=[CH:13][CH:14]=1.C(=O)([O-])[O-].[K+].[K+].C(COC)OC. (2) Given the product [F:26][C:25]([F:28])([F:27])[C:22]1[CH:23]=[CH:24][C:19]([C:17]2[N:16]=[CH:15][N:14]=[C:13]([NH:12][C:5]3[CH:6]=[CH:7][CH:8]=[C:9]4[C:4]=3[N:3]=[C:2]([NH2:29])[CH:11]=[CH:10]4)[CH:18]=2)=[CH:20][CH:21]=1, predict the reactants needed to synthesize it. The reactants are: Cl[C:2]1[CH:11]=[CH:10][C:9]2[C:4](=[C:5]([NH:12][C:13]3[CH:18]=[C:17]([C:19]4[CH:24]=[CH:23][C:22]([C:25]([F:28])([F:27])[F:26])=[CH:21][CH:20]=4)[N:16]=[CH:15][N:14]=3)[CH:6]=[CH:7][CH:8]=2)[N:3]=1.[N-:29]=[N+]=[N-].[Na+].C1(P(C2C=CC=CC=2)C2C=CC=CC=2)C=CC=CC=1. (3) Given the product [OH:15][CH2:14][C:11]1([C:17]2[CH:18]=[N:19][CH:20]=[CH:21][CH:22]=2)[CH2:10][CH2:9][N:8]([C:6]([O:5][C:1]([CH3:3])([CH3:4])[CH3:2])=[O:7])[CH2:13][CH2:12]1, predict the reactants needed to synthesize it. The reactants are: [C:1]([O:5][C:6]([N:8]1[CH2:13][CH2:12][C:11]([C:17]2[CH:18]=[N:19][CH:20]=[CH:21][CH:22]=2)([C:14](O)=[O:15])[CH2:10][CH2:9]1)=[O:7])([CH3:4])([CH3:3])[CH3:2].B.C1COCC1. (4) The reactants are: [C:1]([N:8]1[CH2:13][CH2:12][N:11]([CH2:14][CH2:15][NH2:16])[CH2:10][CH2:9]1)([O:3][C:4]([CH3:7])([CH3:6])[CH3:5])=[O:2].C(N(CC)CC)C.Cl[CH2:25][CH2:26][CH2:27][S:28](Cl)(=[O:30])=[O:29]. Given the product [C:4]([O:3][C:1]([N:8]1[CH2:9][CH2:10][N:11]([CH2:14][CH2:15][N:16]2[CH2:25][CH2:26][CH2:27][S:28]2(=[O:30])=[O:29])[CH2:12][CH2:13]1)=[O:2])([CH3:7])([CH3:6])[CH3:5], predict the reactants needed to synthesize it. (5) Given the product [F:1][C:2]1[CH:7]=[CH:6][CH:5]=[CH:4][C:3]=1[C:8]1[CH:9]=[N:10][C:11]([N:14]2[C:22]3[C:17](=[CH:18][CH:19]=[C:20]([C:23]([N:31]([C:32]4([CH2:35][OH:36])[CH2:34][CH2:33]4)[CH3:30])=[O:25])[CH:21]=3)[C:16]([S:26]([CH3:28])=[O:27])=[CH:15]2)=[N:12][CH:13]=1, predict the reactants needed to synthesize it. The reactants are: [F:1][C:2]1[CH:7]=[CH:6][CH:5]=[CH:4][C:3]=1[C:8]1[CH:9]=[N:10][C:11]([N:14]2[C:22]3[C:17](=[CH:18][CH:19]=[C:20]([C:23]([OH:25])=O)[CH:21]=3)[C:16]([S:26]([CH3:28])=[O:27])=[CH:15]2)=[N:12][CH:13]=1.Cl.[CH3:30][NH:31][C:32]1([CH2:35][OH:36])[CH2:34][CH2:33]1.CN(C(ON1N=NC2C=CC=NC1=2)=[N+](C)C)C.F[P-](F)(F)(F)(F)F. (6) Given the product [CH2:15]([O:22][C:23]1[CH:32]=[C:31]2[C:26]([C:27]([NH:33][C:34]3[CH:38]=[C:37]([CH2:39][C:40]([NH:9][C:8]4[CH:10]=[CH:11][CH:12]=[C:13]([F:14])[C:7]=4[F:6])=[O:41])[NH:36][N:35]=3)=[N:28][CH:29]=[N:30]2)=[CH:25][CH:24]=1)[C:16]1[CH:21]=[CH:20][CH:19]=[CH:18][CH:17]=1, predict the reactants needed to synthesize it. The reactants are: P(Cl)(Cl)(Cl)=O.[F:6][C:7]1[C:13]([F:14])=[CH:12][CH:11]=[CH:10][C:8]=1[NH2:9].[CH2:15]([O:22][C:23]1[CH:32]=[C:31]2[C:26]([C:27]([NH:33][C:34]3[CH:38]=[C:37]([CH2:39][C:40](O)=[O:41])[NH:36][N:35]=3)=[N:28][CH:29]=[N:30]2)=[CH:25][CH:24]=1)[C:16]1[CH:21]=[CH:20][CH:19]=[CH:18][CH:17]=1. (7) The reactants are: Cl[C:2]1[C:11]2[C:6](=[CH:7][C:8]([O:12][CH3:13])=[CH:9][CH:10]=2)[C:5]([Cl:14])=[C:4]([C:15]#[N:16])[N:3]=1.[CH3:17][C:18]1[N:19]=[CH:20][NH:21][CH:22]=1.C(O)(C)C. Given the product [CH3:8][OH:12].[NH3:3].[Cl:14][C:5]1[C:6]2[C:11](=[CH:10][CH:9]=[C:8]([O:12][CH3:13])[CH:7]=2)[C:2]([N:21]2[CH:22]=[C:18]([CH3:17])[N:19]=[CH:20]2)=[N:3][C:4]=1[C:15]#[N:16], predict the reactants needed to synthesize it. (8) Given the product [CH2:34]([NH:41][C:17](=[O:19])[CH:16]([CH:20]1[CH2:21][CH2:22][CH2:23][CH2:24][CH2:25]1)[N:1]1[C:2]2[CH:7]=[C:6]([F:8])[C:5]([F:9])=[CH:4][C:3]=2[N:10]=[C:11]1[C@@H:32]([O:33][CH3:44])[C:26]1[CH:31]=[CH:30][CH:29]=[CH:28][CH:27]=1)[C:35]1[CH:40]=[CH:39][CH:38]=[CH:37][CH:36]=1, predict the reactants needed to synthesize it. The reactants are: [NH2:1][C:2]1[CH:7]=[C:6]([F:8])[C:5]([F:9])=[CH:4][C:3]=1[NH:10][C:11](=O)O.CO[C@@H:16]([C:20]1[CH:25]=[CH:24][CH:23]=[CH:22][CH:21]=1)[C:17]([OH:19])=O.[CH:26]1([CH:32]=[O:33])[CH2:31][CH2:30][CH2:29][CH2:28][CH2:27]1.[CH2:34]([N+:41]#[C-])[C:35]1[CH:40]=[CH:39][CH:38]=[CH:37][CH:36]=1.Cl.[CH3:44]O. (9) Given the product [O:1]=[C:2]1[C:11]([C:12]([OH:14])=[O:13])=[CH:10][C:9]2[C:4](=[CH:5][N:6]=[CH:7][CH:8]=2)[NH:3]1, predict the reactants needed to synthesize it. The reactants are: [O:1]=[C:2]1[C:11]([C:12]([O:14]C)=[O:13])=[CH:10][C:9]2[C:4](=[CH:5][N:6]=[CH:7][CH:8]=2)[NH:3]1.[OH-].[Li+].